From a dataset of Reaction yield outcomes from USPTO patents with 853,638 reactions. Predict the reaction yield, written as a fraction of the theoretical maximum amount of product (1.0 means a 100% yield; for example, 0.34 means a 34% yield). (1) The reactants are [Br:1][C:2]1[CH:3]=[C:4]([N+:20]([O-])=O)[C:5]([C:8]2[CH:13]=[CH:12][C:11]([CH2:14][C:15]([O:17][CH2:18][CH3:19])=[O:16])=[CH:10][CH:9]=2)=[N:6][CH:7]=1.CCN(CCOC1C=CC(CC2C=CC=CC=2)=CC=1)CC.Cl. The catalyst is ClC1C=CC=CC=1Cl. The product is [Br:1][C:2]1[CH:7]=[N:6][C:5]2[C:8]3[CH:13]=[CH:12][C:11]([CH2:14][C:15]([O:17][CH2:18][CH3:19])=[O:16])=[CH:10][C:9]=3[NH:20][C:4]=2[CH:3]=1. The yield is 0.650. (2) The reactants are C([O:8][C:9]1[CH:18]=[C:17]2[C:12]([CH:13]=[CH:14][C:15]([OH:20])=[C:16]2[Cl:19])=[CH:11][C:10]=1[C:21]1[N:22]=[N:23][C:24]([N:27]([CH3:38])[CH:28]2[CH2:33][C:32]([CH3:35])([CH3:34])[NH:31][C:30]([CH3:37])([CH3:36])[CH2:29]2)=[CH:25][CH:26]=1)C1C=CC=CC=1.B(Br)(Br)Br. The catalyst is C(Cl)Cl. The product is [Cl:19][C:16]1[C:17]2[C:12](=[CH:11][C:10]([C:21]3[N:22]=[N:23][C:24]([N:27]([CH3:38])[CH:28]4[CH2:29][C:30]([CH3:36])([CH3:37])[NH:31][C:32]([CH3:35])([CH3:34])[CH2:33]4)=[CH:25][CH:26]=3)=[C:9]([OH:8])[CH:18]=2)[CH:13]=[CH:14][C:15]=1[OH:20]. The yield is 0.482. (3) The reactants are [N:1]1[CH:6]=[CH:5][CH:4]=[CH:3][C:2]=1[C:7]1[CH:8]=[C:9]([CH:12]=[CH:13][CH:14]=1)[CH:10]=O.[N+:15]([CH3:18])([O-:17])=[O:16].C([O-])(=O)C.[NH4+].[BH4-].[Na+]. The catalyst is O.C(O)(=O)C. The product is [N+:15]([CH2:18][CH2:10][C:9]1[CH:8]=[C:7]([C:2]2[CH:3]=[CH:4][CH:5]=[CH:6][N:1]=2)[CH:14]=[CH:13][CH:12]=1)([O-:17])=[O:16]. The yield is 0.710. (4) The reactants are [CH:1]([C:4]1[N:5]=[C:6]([C:9]2[CH:18]=[C:17]([O:19][CH:20]3[CH2:38][CH:37]4[N:22]([C:23](=[O:59])[N:24](CC5C=CC(OC)=CC=5)[CH2:25][CH2:26][CH2:27][CH2:28][CH2:29][CH:30]=[CH:31][CH:32]5[C:34]([C:40]([NH:42][S:43]([C:46]6([CH3:49])[CH2:48][CH2:47]6)(=[O:45])=[O:44])=[O:41])([NH:35][C:36]4=[O:39])[CH2:33]5)[CH2:21]3)[C:16]3[C:11](=[C:12]([CH3:62])[C:13]([O:60][CH3:61])=[CH:14][CH:15]=3)[N:10]=2)[S:7][CH:8]=1)([CH3:3])[CH3:2].C([SiH](CC)CC)C.C(O)(C(F)(F)F)=O. The catalyst is ClCCl. The product is [CH:1]([C:4]1[N:5]=[C:6]([C:9]2[CH:18]=[C:17]([O:19][CH:20]3[CH2:38][CH:37]4[N:22]([C:23](=[O:59])[NH:24][CH2:25][CH2:26][CH2:27][CH2:28][CH2:29][CH:30]=[CH:31][CH:32]5[C:34]([C:40]([NH:42][S:43]([C:46]6([CH3:49])[CH2:48][CH2:47]6)(=[O:45])=[O:44])=[O:41])([NH:35][C:36]4=[O:39])[CH2:33]5)[CH2:21]3)[C:16]3[C:11](=[C:12]([CH3:62])[C:13]([O:60][CH3:61])=[CH:14][CH:15]=3)[N:10]=2)[S:7][CH:8]=1)([CH3:2])[CH3:3]. The yield is 0.800. (5) The reactants are [Cl:1][C:2]1[C:7]([C:8]2[CH:13]=[CH:12][C:11]([S:14]([CH2:17][CH3:18])(=[O:16])=[O:15])=[CH:10][C:9]=2[O:19][CH3:20])=[CH:6][C:5]([OH:21])=[CH:4][CH:3]=1.N1C(C)=CC=CC=1C.[F:30][C:31]([F:44])([F:43])[S:32](O[S:32]([C:31]([F:44])([F:43])[F:30])(=[O:34])=[O:33])(=[O:34])=[O:33]. The catalyst is C(Cl)Cl. The product is [F:30][C:31]([F:44])([F:43])[S:32]([O:21][C:5]1[CH:6]=[C:7]([C:8]2[CH:13]=[CH:12][C:11]([S:14]([CH2:17][CH3:18])(=[O:16])=[O:15])=[CH:10][C:9]=2[O:19][CH3:20])[C:2]([Cl:1])=[CH:3][CH:4]=1)(=[O:34])=[O:33]. The yield is 0.960. (6) The reactants are [CH3:1][O:2][CH2:3][CH2:4][CH2:5][CH2:6]O.C(N(CC)CC)C.Cl[C:16]([O:18][C:19]1[CH:24]=[CH:23][C:22]([N+:25]([O-:27])=[O:26])=[CH:21][CH:20]=1)=[O:17].[OH2:28]. The catalyst is ClCCl. The product is [C:16](=[O:28])([O:18][C:19]1[CH:24]=[CH:23][C:22]([N+:25]([O-:27])=[O:26])=[CH:21][CH:20]=1)[O:17][CH2:6][CH2:5][CH2:4][CH2:3][O:2][CH3:1]. The yield is 0.790. (7) The reactants are [C:1]([C:3]1[CH:4]=[C:5]([S:9]([N:12]([CH2:21][C:22]2[CH:27]=[C:26]([Cl:28])[CH:25]=[C:24]([Cl:29])[CH:23]=2)[CH2:13][C:14]2[CH:19]=[CH:18][C:17]([F:20])=[CH:16][CH:15]=2)(=[O:11])=[O:10])[CH:6]=[CH:7][CH:8]=1)#[N:2].B. The catalyst is C1COCC1. The product is [NH2:2][CH2:1][C:3]1[CH:4]=[C:5]([S:9]([N:12]([CH2:21][C:22]2[CH:27]=[C:26]([Cl:28])[CH:25]=[C:24]([Cl:29])[CH:23]=2)[CH2:13][C:14]2[CH:15]=[CH:16][C:17]([F:20])=[CH:18][CH:19]=2)(=[O:11])=[O:10])[CH:6]=[CH:7][CH:8]=1. The yield is 0.320. (8) The reactants are Br[CH2:2][C:3]1[C:8]([N+:9]([O-:11])=[O:10])=[CH:7][CH:6]=[CH:5][N:4]=1.[Cl:12][C:13]1[CH:18]=[CH:17][CH:16]=[CH:15][C:14]=1[OH:19]. No catalyst specified. The product is [Cl:12][C:13]1[CH:18]=[CH:17][CH:16]=[CH:15][C:14]=1[O:19][CH2:2][C:3]1[C:8]([N+:9]([O-:11])=[O:10])=[CH:7][CH:6]=[CH:5][N:4]=1. The yield is 0.850. (9) The reactants are [CH2:1]([O:3][C:4](=[O:13])[CH2:5][CH:6]1[CH2:11][CH2:10][CH:9](O)[CH2:8][CH2:7]1)[CH3:2].[I:14]I.N1C=CN=C1.C1(P(C2C=CC=CC=2)C2C=CC=CC=2)C=CC=CC=1. The catalyst is ClCCl. The product is [CH2:1]([O:3][C:4](=[O:13])[CH2:5][CH:6]1[CH2:11][CH2:10][CH:9]([I:14])[CH2:8][CH2:7]1)[CH3:2]. The yield is 0.711.